This data is from Plasma protein binding rate (PPBR) regression data from AstraZeneca. The task is: Regression/Classification. Given a drug SMILES string, predict its absorption, distribution, metabolism, or excretion properties. Task type varies by dataset: regression for continuous measurements (e.g., permeability, clearance, half-life) or binary classification for categorical outcomes (e.g., BBB penetration, CYP inhibition). For this dataset (ppbr_az), we predict Y. The compound is Cc1csc(NC(=O)COc2ncnc3c2cnn3-c2ccccc2Cl)n1. The Y is 99.2 %.